Dataset: Forward reaction prediction with 1.9M reactions from USPTO patents (1976-2016). Task: Predict the product of the given reaction. (1) Given the reactants [Br:1][C:2]1[CH:7]=[CH:6][C:5]([CH2:8]O)=[C:4]([O:10][C:11]([F:14])([F:13])[F:12])[CH:3]=1.C1(P(C2C=CC=CC=2)C2C=CC=CC=2)C=CC=CC=1.C(Br)(Br)(Br)[Br:35], predict the reaction product. The product is: [Br:1][C:2]1[CH:7]=[CH:6][C:5]([CH2:8][Br:35])=[C:4]([O:10][C:11]([F:14])([F:13])[F:12])[CH:3]=1. (2) Given the reactants [F:1][C:2]([F:23])([F:22])[C:3]1[CH:4]=[C:5]([CH:8]=[CH:9][C:10]=1[O:11][C:12]1[CH:17]=[CH:16][CH:15]=[C:14]([C:18]([F:21])([F:20])[F:19])[CH:13]=1)[CH:6]=[O:7].[BH4-].[Na+], predict the reaction product. The product is: [F:1][C:2]([F:22])([F:23])[C:3]1[CH:4]=[C:5]([CH2:6][OH:7])[CH:8]=[CH:9][C:10]=1[O:11][C:12]1[CH:17]=[CH:16][CH:15]=[C:14]([C:18]([F:19])([F:20])[F:21])[CH:13]=1. (3) Given the reactants [C:1]([O:5][C:6]([N:8]1[C@H:17]([C:18]([OH:20])=O)[CH2:16][C:15]2[C:10](=[CH:11][CH:12]=[CH:13][CH:14]=2)[CH2:9]1)=[O:7])([CH3:4])([CH3:3])[CH3:2].[CH2:21]([C:26]1[CH:32]=[CH:31][C:29]([NH2:30])=[CH:28][CH:27]=1)[CH2:22][CH2:23][CH2:24][CH3:25].Cl.CN(C)CCCN=C=NCC, predict the reaction product. The product is: [CH2:21]([C:26]1[CH:27]=[CH:28][C:29]([NH:30][C:18]([C@@H:17]2[CH2:16][C:15]3[C:10](=[CH:11][CH:12]=[CH:13][CH:14]=3)[CH2:9][N:8]2[C:6]([O:5][C:1]([CH3:4])([CH3:3])[CH3:2])=[O:7])=[O:20])=[CH:31][CH:32]=1)[CH2:22][CH2:23][CH2:24][CH3:25]. (4) The product is: [Br:22][C:14]1[C:13]2=[CH:20][N:10]([C:9]3[C:2]([Cl:1])=[CH:3][C:4]([C:5]#[N:6])=[CH:7][C:8]=3[Cl:21])[N:11]=[C:12]2[C:17]([Cl:18])=[CH:16][N:15]=1. Given the reactants [Cl:1][C:2]1[CH:3]=[C:4]([CH:7]=[C:8]([Cl:21])[C:9]=1[N:10]1[CH:20]=[C:13]2[C:14](Cl)=[N:15][CH:16]=[C:17]([Cl:18])[C:12]2=[N:11]1)[C:5]#[N:6].[Br:22][Si](C)(C)C, predict the reaction product. (5) Given the reactants C([O:8][CH2:9][C:10]1[S:11][C:12]([C:15]2[CH:20]=[CH:19][CH:18]=[CH:17][N:16]=2)=[N:13][N:14]=1)C1C=CC=CC=1.BrB(Br)Br, predict the reaction product. The product is: [N:16]1[CH:17]=[CH:18][CH:19]=[CH:20][C:15]=1[C:12]1[S:11][C:10]([CH2:9][OH:8])=[N:14][N:13]=1. (6) Given the reactants [CH3:1][C:2]1[CH:6]=[CH:5][NH:4][N:3]=1.[O:7]1[CH:12]=[CH:11][CH2:10][CH2:9][CH2:8]1.C(O)(C(F)(F)F)=O.[H-].[Na+], predict the reaction product. The product is: [CH3:1][C:2]1[CH:6]=[CH:5][N:4]([CH:8]2[CH2:9][CH2:10][CH2:11][CH2:12][O:7]2)[N:3]=1.